This data is from Full USPTO retrosynthesis dataset with 1.9M reactions from patents (1976-2016). The task is: Predict the reactants needed to synthesize the given product. The reactants are: C([O:3][C:4](=[O:31])[CH2:5][S:6][C:7]1[S:8][C:9]2[C:10]([N:30]=1)=[N:11][CH:12]=[C:13]([N:15]1[CH2:20][CH2:19][CH:18]([O:21][C:22]3[CH:27]=[C:26]([F:28])[CH:25]=[CH:24][C:23]=3[Br:29])[CH2:17][CH2:16]1)[N:14]=2)C.[OH-].[Na+]. Given the product [Br:29][C:23]1[CH:24]=[CH:25][C:26]([F:28])=[CH:27][C:22]=1[O:21][CH:18]1[CH2:19][CH2:20][N:15]([C:13]2[N:14]=[C:9]3[S:8][C:7]([S:6][CH2:5][C:4]([OH:31])=[O:3])=[N:30][C:10]3=[N:11][CH:12]=2)[CH2:16][CH2:17]1, predict the reactants needed to synthesize it.